From a dataset of Forward reaction prediction with 1.9M reactions from USPTO patents (1976-2016). Predict the product of the given reaction. (1) Given the reactants Br[C:2]1[C:11]2[O:10]C[N:8]([C:12]([CH3:15])([CH3:14])[CH3:13])[CH2:7][C:6]=2[CH:5]=[C:4]([C:16]([CH3:19])([CH3:18])[CH3:17])[CH:3]=1.[Cl:20][C:21]1[CH:22]=[N:23][CH:24]=[C:25](B(O)O)[CH:26]=1, predict the reaction product. The product is: [ClH:20].[ClH:20].[C:16]([C:4]1[CH:3]=[C:2]([C:25]2[CH:24]=[N:23][CH:22]=[C:21]([Cl:20])[CH:26]=2)[C:11]([OH:10])=[C:6]([CH2:7][NH:8][C:12]([CH3:13])([CH3:14])[CH3:15])[CH:5]=1)([CH3:17])([CH3:18])[CH3:19]. (2) Given the reactants CS(C)=O.[Cl-].[CH3:6][C:7]1[C:16]2[CH2:15][CH2:14][CH2:13][CH2:12][C:11]=2[N:10]2[N:17]=[C:18]([CH2:20][OH:21])[N:19]=[C:9]2[N:8]=1.C(N(CC)CC)C, predict the reaction product. The product is: [CH3:6][C:7]1[C:16]2[CH2:15][CH2:14][CH2:13][CH2:12][C:11]=2[N:10]2[N:17]=[C:18]([CH:20]=[O:21])[N:19]=[C:9]2[N:8]=1.